This data is from Reaction yield outcomes from USPTO patents with 853,638 reactions. The task is: Predict the reaction yield, written as a fraction of the theoretical maximum amount of product (1.0 means a 100% yield; for example, 0.34 means a 34% yield). (1) The reactants are [CH3:1][C@@H:2]1[CH2:6][CH2:5][C:4](=C(C)C)[CH:3]1[C:10]([O:12][CH2:13][CH3:14])=[O:11].C(=O)=[O:16].C(O)(C)C. The catalyst is C(OCC)(=O)C. The product is [CH3:1][C@@H:2]1[CH2:6][CH2:5][C:4](=[O:16])[CH:3]1[C:10]([O:12][CH2:13][CH3:14])=[O:11]. The yield is 0.960. (2) The reactants are Br[C:2]1[S:6][C:5]([C:7]([O-:9])=[O:8])=[C:4]([N:10]([C@H:20]2[CH2:25][CH2:24][C@H:23]([OH:26])[CH2:22][CH2:21]2)[C:11]([C@H:13]2[CH2:18][CH2:17][C@H:16]([CH3:19])[CH2:15][CH2:14]2)=[O:12])[CH:3]=1.[Li+].[O:28]1[C:32]2([CH2:37][CH2:36][C:35](B(O)O)=[CH:34][CH2:33]2)[O:31][CH2:30][CH2:29]1.C([O-])([O-])=O.[Na+].[Na+]. The catalyst is CN(C=O)C. The product is [O:28]1[C:32]2([CH2:37][CH2:36][C:35]([C:2]3[S:6][C:5]([C:7]([OH:9])=[O:8])=[C:4]([N:10]([C@H:20]4[CH2:21][CH2:22][C@H:23]([OH:26])[CH2:24][CH2:25]4)[C:11]([C@H:13]4[CH2:18][CH2:17][C@H:16]([CH3:19])[CH2:15][CH2:14]4)=[O:12])[CH:3]=3)=[CH:34][CH2:33]2)[O:31][CH2:30][CH2:29]1. The yield is 0.820. (3) The product is [CH:1]([O:4][C:5]1[CH:13]=[CH:12][C:11]([S:14]([CH3:17])(=[O:16])=[O:15])=[CH:10][C:6]=1[C:7]([N:28]1[CH2:27][CH2:26][CH:25]([O:24][C:23]2[CH:31]=[CH:32][C:20]([O:19][CH3:18])=[CH:21][CH:22]=2)[CH2:30][CH2:29]1)=[O:9])([CH3:2])[CH3:3]. The reactants are [CH:1]([O:4][C:5]1[CH:13]=[CH:12][C:11]([S:14]([CH3:17])(=[O:16])=[O:15])=[CH:10][C:6]=1[C:7]([OH:9])=O)([CH3:3])[CH3:2].[CH3:18][O:19][C:20]1[CH:32]=[CH:31][C:23]([O:24][CH:25]2[CH2:30][CH2:29][NH:28][CH2:27][CH2:26]2)=[CH:22][CH:21]=1. The yield is 0.730. No catalyst specified.